From a dataset of Catalyst prediction with 721,799 reactions and 888 catalyst types from USPTO. Predict which catalyst facilitates the given reaction. (1) Reactant: [Cl:1][C:2]1[CH:15]=[CH:14][C:5]([O:6][CH:7]([C:11](=O)[CH3:12])[C:8](=O)[CH3:9])=[CH:4][CH:3]=1.O.[NH2:17][NH2:18].C(O)(=O)C. Product: [Cl:1][C:2]1[CH:15]=[CH:14][C:5]([O:6][C:7]2[C:11]([CH3:12])=[N:17][NH:18][C:8]=2[CH3:9])=[CH:4][CH:3]=1. The catalyst class is: 8. (2) Reactant: [F:1][C:2]([F:32])([F:31])[C:3]1[CH:4]=[C:5]([CH:24]=[C:25](C(F)(F)F)[CH:26]=1)[CH2:6][N:7]([CH2:12][C:13]1[CH:18]=[C:17]([C:19]([F:22])([F:21])[F:20])[CH:16]=[CH:15][C:14]=1I)[C:8](=[O:11])[O:9][CH3:10].[C:33]([Cu])#[N:34].[NH4+].[OH-]. Product: [CH3:10][O:9][C:8](=[O:11])[N:7]([CH2:6][C:5]1[CH:24]=[C:25]([C:2]([F:32])([F:31])[F:1])[CH:26]=[C:3]([C:2]([F:31])([F:1])[F:32])[CH:4]=1)[CH2:12][C:13]1[CH:18]=[C:17]([C:19]([F:22])([F:21])[F:20])[CH:16]=[CH:15][C:14]=1[C:33]#[N:34]. The catalyst class is: 3. (3) Reactant: [CH:1]1([N:5]2[CH2:11][CH2:10][C:9]3[CH:12]=[CH:13][C:14]([O:16][C:17]4[CH:24]=[CH:23]C(C#N)=[CH:19][C:18]=4[F:25])=[CH:15][C:8]=3[CH2:7][CH2:6]2)[CH2:4][CH2:3][CH2:2]1.[OH-].[Na+].[C:28]([OH:31])(=[O:30])[CH3:29]. Product: [CH:1]1([N:5]2[CH2:11][CH2:10][C:9]3[CH:12]=[CH:13][C:14]([O:16][C:17]4[CH:24]=[CH:23][C:29]([C:28]([OH:31])=[O:30])=[CH:19][C:18]=4[F:25])=[CH:15][C:8]=3[CH2:7][CH2:6]2)[CH2:2][CH2:3][CH2:4]1. The catalyst class is: 40. (4) Reactant: [N+]([C:4]1C=CC=CC=1O)([O-])=O.[Cl:11][C:12]1[C:17]([N+:18]([O-:20])=[O:19])=[CH:16][CH:15]=[CH:14][C:13]=1[OH:21].C(=O)([O-])[O-].[Cs+].[Cs+]. Product: [Cl:11][C:12]1[C:17]([N+:18]([O-:20])=[O:19])=[CH:16][CH:15]=[CH:14][C:13]=1[O:21][CH3:4]. The catalyst class is: 3. (5) Reactant: [C:1]([C:3]1[CH:4]=[C:5]([CH2:10][C:11]([O:13][CH3:14])=[O:12])[CH:6]=[CH:7][C:8]=1[F:9])#[N:2].[CH3:15][Si]([N-][Si](C)(C)C)(C)C.[Na+].CI. Product: [C:1]([C:3]1[CH:4]=[C:5]([CH:10]([CH3:15])[C:11]([O:13][CH3:14])=[O:12])[CH:6]=[CH:7][C:8]=1[F:9])#[N:2]. The catalyst class is: 1. (6) Reactant: [OH:1][C:2]1[CH:3]=[C:4]([CH:9]=[CH:10][CH:11]=1)[C:5]([O:7][CH3:8])=[O:6].F[C:13]1[CH:18]=[CH:17][C:16]([N+:19]([O-:21])=[O:20])=[CH:15][C:14]=1[CH3:22].C(=O)([O-])[O-].[K+].[K+].CN(C)C=O. Product: [CH3:22][C:14]1[CH:15]=[C:16]([N+:19]([O-:21])=[O:20])[CH:17]=[CH:18][C:13]=1[O:1][C:2]1[CH:3]=[C:4]([CH:9]=[CH:10][CH:11]=1)[C:5]([O:7][CH3:8])=[O:6]. The catalyst class is: 6. (7) Reactant: [NH2:1][C:2]1[CH:10]=[C:9]2[C:5]([CH2:6][O:7][C:8]2=[C:11]2[C:19]3[C:14](=[CH:15][CH:16]=[CH:17][CH:18]=3)[NH:13][C:12]2=[O:20])=[CH:4][CH:3]=1.C(N(CC)C(C)C)(C)C.[C:30](Cl)(=[O:34])[CH2:31][CH2:32][CH3:33]. Product: [O:20]=[C:12]1[C:11](=[C:8]2[C:9]3[C:5](=[CH:4][CH:3]=[C:2]([NH:1][C:30](=[O:34])[CH2:31][CH2:32][CH3:33])[CH:10]=3)[CH2:6][O:7]2)[C:19]2[C:14](=[CH:15][CH:16]=[CH:17][CH:18]=2)[NH:13]1. The catalyst class is: 1. (8) Reactant: [C:1]([O:5][C:6]([N:8]1[CH2:13][CH2:12][CH:11]([N:14]2[C:18]3[CH:19]=[CH:20][C:21]([CH3:23])=[CH:22][C:17]=3[N:16]=[C:15]2[CH3:24])[CH:10]([O:25]CC(OC(C)(C)C)=O)[CH2:9]1)=[O:7])([CH3:4])([CH3:3])[CH3:2].C[Mg+].[Br-].[NH4+].[Cl-]. Product: [OH:5][C:1]([CH3:4])([CH3:3])[CH2:2][O:25][C@H:10]1[C@H:11]([N:14]2[C:18]3[CH:19]=[CH:20][C:21]([CH3:23])=[CH:22][C:17]=3[N:16]=[C:15]2[CH3:24])[CH2:12][CH2:13][N:8]([C:6]([O:5][C:1]([CH3:3])([CH3:2])[CH3:4])=[O:7])[CH2:9]1. The catalyst class is: 1.